This data is from Reaction yield outcomes from USPTO patents with 853,638 reactions. The task is: Predict the reaction yield, written as a fraction of the theoretical maximum amount of product (1.0 means a 100% yield; for example, 0.34 means a 34% yield). (1) The yield is 0.910. The product is [F:27][C:25]([F:26])([F:28])[C:21]1[CH:20]=[C:19]([C:17]2[O:16][N:15]=[C:14]([CH2:13][NH:11][C:8]34[CH2:10][CH:4]5[CH2:5][CH:6]([CH2:1][CH:2]([CH2:3]5)[CH2:9]3)[CH2:7]4)[N:18]=2)[CH:24]=[CH:23][CH:22]=1. The reactants are [CH2:1]1[CH:6]2[CH2:7][C:8]3([NH2:11])[CH2:10][CH:4]([CH2:5]2)[CH2:3][CH:2]1[CH2:9]3.Cl[CH2:13][C:14]1[N:18]=[C:17]([C:19]2[CH:24]=[CH:23][CH:22]=[C:21]([C:25]([F:28])([F:27])[F:26])[CH:20]=2)[O:16][N:15]=1. No catalyst specified. (2) The reactants are [NH:1]([C:5]1[C:14]2[C:9](=[C:10]([Cl:15])[CH:11]=[CH:12][CH:13]=2)[CH:8]=[CH:7][CH:6]=1)C(C)=O.[N+:16]([O-])([OH:18])=[O:17].[OH-].[Na+]. The catalyst is CC(O)=O.CCO. The product is [NH2:1][C:5]1[C:14]2[C:9](=[C:10]([Cl:15])[CH:11]=[CH:12][CH:13]=2)[C:8]([N+:16]([O-:18])=[O:17])=[CH:7][CH:6]=1. The yield is 0.320. (3) The reactants are [C:1]([O:7][CH2:8][CH:9]=[CH2:10])(=[O:6])[CH2:2][C:3]([CH3:5])=O.[Cl:11][C:12]1[CH:19]=[CH:18][CH:17]=[CH:16][C:13]=1[CH:14]=O.[NH4+:20].[OH-:21]. The catalyst is CCO. The product is [Cl:11][C:12]1[CH:19]=[CH:18][CH:17]=[CH:16][C:13]=1[CH:14]1[C:2]([C:1]([O:7][CH2:8][CH:9]=[CH2:10])=[O:6])=[C:3]([CH3:5])[NH:20][C:3]([CH3:5])=[C:2]1[C:1]([O:7][CH2:8][CH:9]=[CH2:10])=[O:21]. The yield is 0.200. (4) The reactants are C(OC(C(F)(F)F)=O)(C(F)(F)F)=[O:2].[Br:14][C:15]1[CH:27]=[CH:26][C:25]2[C:24]3[C:19](=[CH:20][C:21]([Br:28])=[CH:22][CH:23]=3)[C:18](=[O:29])[C:17]=2[CH:16]=1.OO.NC(N)=O. The catalyst is ClCCl. The product is [Br:28][C:21]1[CH:20]=[C:19]2[C:24]([C:25]3[CH:26]=[CH:27][C:15]([Br:14])=[CH:16][C:17]=3[C:18](=[O:29])[O:2]2)=[CH:23][CH:22]=1. The yield is 0.400. (5) The reactants are [ClH:1].[C:2]1([C:8]2[CH2:9][CH2:10][NH:11][CH2:12][CH:13]=2)[CH:7]=[CH:6][CH:5]=[CH:4][CH:3]=1. The catalyst is CO.[Pd]. The product is [ClH:1].[C:2]1([CH:8]2[CH2:9][CH2:10][NH:11][CH2:12][CH2:13]2)[CH:7]=[CH:6][CH:5]=[CH:4][CH:3]=1. The yield is 0.990. (6) The yield is 0.937. The catalyst is [C].[Rh].CO. The product is [N:1]1([CH:7]2[CH2:8][CH2:9][CH:10]([C:11]([OH:13])=[O:12])[CH2:14][CH2:15]2)[CH2:5][CH2:4][CH2:3][C:2]1=[O:6]. The reactants are [N:1]1([C:7]2[CH:15]=[CH:14][C:10]([C:11]([OH:13])=[O:12])=[CH:9][CH:8]=2)[CH2:5][CH2:4][CH2:3][C:2]1=[O:6].